This data is from Full USPTO retrosynthesis dataset with 1.9M reactions from patents (1976-2016). The task is: Predict the reactants needed to synthesize the given product. (1) Given the product [C:12]([O:20][C:6]1[CH:7]=[CH:8][CH:9]=[CH:10][CH:11]=1)(=[O:19])[C:13]1[CH:18]=[CH:17][CH:16]=[CH:15][CH:14]=1, predict the reactants needed to synthesize it. The reactants are: CC(O[Hg][C:6]1[CH:11]=[CH:10][CH:9]=[CH:8][CH:7]=1)=O.[C:12]([O-:20])(=[O:19])[C:13]1[CH:18]=[CH:17][CH:16]=[CH:15][CH:14]=1.B([O-])([O-])[O-].[Br-].[Cl-]. (2) Given the product [F:41][C:40]([F:43])([F:42])[C:32]1[CH:31]=[C:30]([CH:35]=[C:34]([C:36]([F:39])([F:38])[F:37])[CH:33]=1)[C:24]([C@@H:15]1[CH2:14][CH2:13][C@@H:12]([C:3]2[CH:4]=[C:5]([C:8]([F:10])([F:9])[F:11])[CH:6]=[CH:7][C:2]=2[Cl:1])[N:16]1[C:17]([O:19][C:20]([CH3:23])([CH3:22])[CH3:21])=[O:18])=[O:25], predict the reactants needed to synthesize it. The reactants are: [Cl:1][C:2]1[CH:7]=[CH:6][C:5]([C:8]([F:11])([F:10])[F:9])=[CH:4][C:3]=1[C@H:12]1[N:16]([C:17]([O:19][C:20]([CH3:23])([CH3:22])[CH3:21])=[O:18])[C@H:15]([C:24](OCC)=[O:25])[CH2:14][CH2:13]1.Br[C:30]1[CH:35]=[C:34]([C:36]([F:39])([F:38])[F:37])[CH:33]=[C:32]([C:40]([F:43])([F:42])[F:41])[CH:31]=1.[Li]CCCC.